This data is from Catalyst prediction with 721,799 reactions and 888 catalyst types from USPTO. The task is: Predict which catalyst facilitates the given reaction. (1) Reactant: [OH:1][CH2:2][C:3]#[C:4][C:5]1[NH:24][C:8]2[N:9]=[CH:10][N:11]=[C:12]([NH:13][C:14]3[CH:23]=[CH:22][C:17]4[NH:18][C:19](=[O:21])[S:20][C:16]=4[CH:15]=3)[C:7]=2[CH:6]=1.C(O)C. Product: [OH:1][CH2:2][CH2:3][CH2:4][C:5]1[NH:24][C:8]2[N:9]=[CH:10][N:11]=[C:12]([NH:13][C:14]3[CH:23]=[CH:22][C:17]4[NH:18][C:19](=[O:21])[S:20][C:16]=4[CH:15]=3)[C:7]=2[CH:6]=1. The catalyst class is: 304. (2) Reactant: C([O:3][C:4](=[O:37])[CH:5]([C:10]1[CH:11]=[C:12]([C:27]2[CH:32]=[CH:31][C:30]([C:33]([F:36])([F:35])[F:34])=[CH:29][CH:28]=2)[CH:13]=[C:14]([CH:16]2[CH2:21][CH2:20][CH2:19][CH2:18][N:17]2[CH2:22][CH2:23][CH:24]([CH3:26])[CH3:25])[CH:15]=1)[CH2:6][CH:7]([CH3:9])[CH3:8])C.[OH-].[K+]. Product: [CH3:8][CH:7]([CH3:9])[CH2:6][CH:5]([C:10]1[CH:11]=[C:12]([C:27]2[CH:32]=[CH:31][C:30]([C:33]([F:36])([F:34])[F:35])=[CH:29][CH:28]=2)[CH:13]=[C:14]([CH:16]2[CH2:21][CH2:20][CH2:19][CH2:18][N:17]2[CH2:22][CH2:23][CH:24]([CH3:25])[CH3:26])[CH:15]=1)[C:4]([OH:37])=[O:3]. The catalyst class is: 14. (3) Reactant: Cl[CH2:2][C:3]1[CH:23]=[CH:22][C:6]([O:7][CH2:8][C:9]2[N:10]=[C:11](/[CH:15]=[CH:16]/[C:17]([O:19][CH2:20][CH3:21])=[O:18])[O:12][C:13]=2[CH3:14])=[C:5]([O:24][CH3:25])[CH:4]=1.[OH:26][C:27]1[C:31]([CH:32]=[O:33])=[CH:30][N:29]([C:34]2[CH:39]=[CH:38][CH:37]=[CH:36][CH:35]=2)[N:28]=1.C(=O)([O-])[O-].[K+].[K+].CN(C)C=O. Product: [CH:32]([C:31]1[C:27]([O:26][CH2:2][C:3]2[CH:23]=[CH:22][C:6]([O:7][CH2:8][C:9]3[N:10]=[C:11](/[CH:15]=[CH:16]/[C:17]([O:19][CH2:20][CH3:21])=[O:18])[O:12][C:13]=3[CH3:14])=[C:5]([O:24][CH3:25])[CH:4]=2)=[N:28][N:29]([C:34]2[CH:39]=[CH:38][CH:37]=[CH:36][CH:35]=2)[CH:30]=1)=[O:33]. The catalyst class is: 6. (4) Reactant: [CH3:1][O:2][C:3]1[CH:4]=[C:5]([CH2:11][C:12]([OH:14])=O)[CH:6]=[CH:7][C:8]=1[O:9][CH3:10].N1([C:20](N2C=CN=C2)=[O:21])C=CN=C1.CC[N:29]([CH2:32]C)CC. Product: [CH3:1][O:2][C:3]1[CH:4]=[C:5]([CH2:11][C:12]([N:29]([O:21][CH3:20])[CH3:32])=[O:14])[CH:6]=[CH:7][C:8]=1[O:9][CH3:10]. The catalyst class is: 473. (5) Reactant: CN(C=O)C.[CH2:6]([C:9]1[C:17]2[O:16][N:15]=[C:14]([C:18]([F:21])([F:20])[F:19])[C:13]=2[CH:12]=[CH:11][C:10]=1[O:22][CH2:23][CH2:24][CH2:25]Br)[CH2:7][CH3:8].[NH:27]1[CH2:31][CH2:30][NH:29][C:28]1=[O:32]. Product: [CH2:6]([C:9]1[C:17]2[O:16][N:15]=[C:14]([C:18]([F:21])([F:20])[F:19])[C:13]=2[CH:12]=[CH:11][C:10]=1[O:22][CH2:23][CH2:24][CH2:25][N:27]1[CH2:31][CH2:30][NH:29][C:28]1=[O:32])[CH2:7][CH3:8]. The catalyst class is: 13. (6) Reactant: [CH3:1][S:2](Cl)(=[O:4])=[O:3].[N:6]1([CH2:12][CH2:13][O:14][C:15]2[CH:20]=[CH:19][C:18]([CH:21]3[CH2:26][CH2:25][N:24]([C:27]4[CH:28]=[CH:29][C:30]5[N:31]([C:33]([C:36]([F:39])([F:38])[F:37])=[N:34][N:35]=5)[N:32]=4)[CH2:23][CH2:22]3)=[CH:17][CH:16]=2)[CH2:11][CH2:10][NH:9][CH2:8][CH2:7]1.C(N(CC)CC)C. Product: [CH3:1][S:2]([N:9]1[CH2:10][CH2:11][N:6]([CH2:12][CH2:13][O:14][C:15]2[CH:20]=[CH:19][C:18]([CH:21]3[CH2:26][CH2:25][N:24]([C:27]4[CH:28]=[CH:29][C:30]5[N:31]([C:33]([C:36]([F:39])([F:37])[F:38])=[N:34][N:35]=5)[N:32]=4)[CH2:23][CH2:22]3)=[CH:17][CH:16]=2)[CH2:7][CH2:8]1)(=[O:4])=[O:3]. The catalyst class is: 34. (7) Reactant: C1C(=O)N([Br:8])C(=O)C1.CC(N=NC(C#N)(C)C)(C#N)C.[Br:21][C:22]1[CH:29]=[CH:28][C:27]([CH3:30])=[CH:26][C:23]=1[C:24]#[N:25]. Product: [Br:21][C:22]1[CH:29]=[CH:28][C:27]([CH2:30][Br:8])=[CH:26][C:23]=1[C:24]#[N:25]. The catalyst class is: 53.